This data is from Reaction yield outcomes from USPTO patents with 853,638 reactions. The task is: Predict the reaction yield, written as a fraction of the theoretical maximum amount of product (1.0 means a 100% yield; for example, 0.34 means a 34% yield). The reactants are Cl[CH2:2][CH2:3][CH2:4][CH2:5][N:6]1[C:10]2[CH:11]=[CH:12][CH:13]=[CH:14][C:9]=2[N:8]=[N:7]1.[N:15]1[C:24]2[C:19](=[CH:20][CH:21]=[CH:22][CH:23]=2)[N:18]=[CH:17][C:16]=1[N:25]1[CH2:30][CH2:29][NH:28][CH2:27][CH2:26]1.C(N(C(C)C)CC)(C)C.[I-].[K+]. The catalyst is C(#N)C. The product is [N:15]1[C:24]2[C:19](=[CH:20][CH:21]=[CH:22][CH:23]=2)[N:18]=[CH:17][C:16]=1[N:25]1[CH2:26][CH2:27][N:28]([CH2:2][CH2:3][CH2:4][CH2:5][N:6]2[C:10]3[CH:11]=[CH:12][CH:13]=[CH:14][C:9]=3[N:8]=[N:7]2)[CH2:29][CH2:30]1. The yield is 0.627.